Dataset: Forward reaction prediction with 1.9M reactions from USPTO patents (1976-2016). Task: Predict the product of the given reaction. (1) Given the reactants [F:1][C:2]([F:43])([F:42])[C:3]([NH:5][C:6]1([C:11]2[CH:16]=[CH:15][C:14]([C:17]3[C:26]([C:27]4[CH:32]=[CH:31][CH:30]=[CH:29][CH:28]=4)=[CH:25][C:24]4[C:23]5=[N:33][N:34]=[C:35]([C:36]6[N:41]=[CH:40][CH:39]=[CH:38][N:37]=6)[N:22]5[CH:21]=[CH:20][C:19]=4[N:18]=3)=[CH:13][CH:12]=2)[CH2:9][C:8](=O)[CH2:7]1)=[O:4].[CH3:44][NH:45][CH3:46].CCOC(C)=O.C([O-])(O)=O.[Na+], predict the reaction product. The product is: [CH3:44][N:45]([CH3:46])[CH:8]1[CH2:9][C:6]([NH:5][C:3](=[O:4])[C:2]([F:1])([F:43])[F:42])([C:11]2[CH:12]=[CH:13][C:14]([C:17]3[C:26]([C:27]4[CH:32]=[CH:31][CH:30]=[CH:29][CH:28]=4)=[CH:25][C:24]4[C:23]5=[N:33][N:34]=[C:35]([C:36]6[N:37]=[CH:38][CH:39]=[CH:40][N:41]=6)[N:22]5[CH:21]=[CH:20][C:19]=4[N:18]=3)=[CH:15][CH:16]=2)[CH2:7]1. (2) Given the reactants [CH3:1][N:2]1[CH:6]=[C:5]([CH:7]=[O:8])[CH:4]=[N:3]1.CC(C)=[O:11].OS(O)(=O)=O.O=[Cr](=O)=O.[OH-].[Na+], predict the reaction product. The product is: [CH3:1][N:2]1[CH:6]=[C:5]([C:7]([OH:11])=[O:8])[CH:4]=[N:3]1. (3) Given the reactants [CH2:1]([O:3][C:4](=[O:13])[C:5]1[CH:10]=[CH:9][C:8]([OH:11])=[C:7]([I:12])[CH:6]=1)[CH3:2].C(=O)([O-])[O-].[K+].[K+].I[CH2:21][CH3:22].CCOC(C)=O, predict the reaction product. The product is: [CH2:1]([O:3][C:4](=[O:13])[C:5]1[CH:10]=[CH:9][C:8]([O:11][CH2:21][CH3:22])=[C:7]([I:12])[CH:6]=1)[CH3:2]. (4) The product is: [NH2:1][C:2]1[C:7]([C:8]#[N:9])=[C:6]([C:10]2[CH:15]=[CH:14][CH:13]=[CH:12][CH:11]=2)[C:5]([C:16]#[N:17])=[C:4]([O:25][CH2:26][C:27]2[CH:28]=[N:29][CH:30]=[CH:31][CH:32]=2)[N:3]=1. Given the reactants [NH2:1][C:2]1[C:7]([C:8]#[N:9])=[C:6]([C:10]2[CH:15]=[CH:14][CH:13]=[CH:12][CH:11]=2)[C:5]([C:16]#[N:17])=[C:4](Cl)[N:3]=1.CC(C)([O-])C.[K+].[OH:25][CH2:26][C:27]1[CH:28]=[N:29][CH:30]=[CH:31][CH:32]=1, predict the reaction product. (5) Given the reactants COC(=O)[C:4]1[CH:9]=[CH:8][CH:7]=[CH:6][C:5]=1[CH2:10][NH:11][CH2:12][C:13]1[N:17]=[C:16]([C:18]([S:33]([C:36]2[CH:41]=[CH:40][CH:39]=[CH:38][CH:37]=2)(=[O:35])=[O:34])([CH:20]2[CH2:32][C:23]3[NH:24][C:25]4[CH:26]=[CH:27][C:28]([Cl:31])=[CH:29][C:30]=4[C:22]=3[CH2:21]2)[F:19])[O:15][N:14]=1.[H-].[Al+3].[Li+].[H-].[H-].[H-].C1C[O:52][CH2:51]C1, predict the reaction product. The product is: [C:36]1([S:33]([C:18]([CH:20]2[CH2:32][C:23]3[NH:24][C:25]4[CH:26]=[CH:27][C:28]([Cl:31])=[CH:29][C:30]=4[C:22]=3[CH2:21]2)([F:19])[C:16]2[O:15][N:14]=[C:13]([CH2:12][NH:11][CH2:10][C:5]3[CH:6]=[CH:7][C:8]([CH2:51][OH:52])=[CH:9][CH:4]=3)[N:17]=2)(=[O:35])=[O:34])[CH:41]=[CH:40][CH:39]=[CH:38][CH:37]=1. (6) Given the reactants O[CH2:2][C:3]1[CH:12]=[N:11][C:10]2[N:9]3[CH2:13][CH2:14][CH2:15][CH2:16][CH:8]3[C:7](=[O:17])[NH:6][C:5]=2[CH:4]=1.[CH2:18]([NH:20][C:21](=[O:34])[C:22]1[CH:27]=[CH:26][C:25]([N:28]2[CH2:33][CH2:32][NH:31][CH2:30][CH2:29]2)=[CH:24][CH:23]=1)[CH3:19].[I-].C(C[P+](C)(C)C)#N.C(N(CC)C(C)C)(C)C, predict the reaction product. The product is: [CH2:18]([NH:20][C:21](=[O:34])[C:22]1[CH:23]=[CH:24][C:25]([N:28]2[CH2:29][CH2:30][N:31]([CH2:2][C:3]3[CH:12]=[N:11][C:10]4[N:9]5[CH2:13][CH2:14][CH2:15][CH2:16][CH:8]5[C:7](=[O:17])[NH:6][C:5]=4[CH:4]=3)[CH2:32][CH2:33]2)=[CH:26][CH:27]=1)[CH3:19]. (7) Given the reactants [CH3:1][O:2][C:3]1[CH:4]=[C:5]2[C:10](=[CH:11][CH:12]=1)[C:9]([S:13]([CH3:16])(=[O:15])=[O:14])=[N:8][C:7]([CH3:17])=[C:6]2[C:18]1[CH:23]=[CH:22][CH:21]=[CH:20][CH:19]=1.C(Br)[C:25]1[CH:30]=[CH:29][CH:28]=[CH:27][CH:26]=1, predict the reaction product. The product is: [CH2:16]([S:13]([C:9]1[C:10]2[C:5](=[CH:4][C:3]([O:2][CH3:1])=[CH:12][CH:11]=2)[C:6]([C:18]2[CH:23]=[CH:22][CH:21]=[CH:20][CH:19]=2)=[C:7]([CH3:17])[N:8]=1)(=[O:14])=[O:15])[C:25]1[CH:30]=[CH:29][CH:28]=[CH:27][CH:26]=1. (8) Given the reactants [CH2:12]([Sn]([CH2:12][CH2:13][CH2:14][CH3:15])([CH2:12][CH2:13][CH2:14][CH3:15])C=C)[CH2:13][CH2:14][CH3:15].BrC1[CH:32]=[CH:31][C:20]([CH2:21][CH2:22][NH:23][C:24](=[O:30])[O:25][C:26]([CH3:29])([CH3:28])[CH3:27])=[CH:19]C=1.[CH3:33]N(C=O)C, predict the reaction product. The product is: [CH3:33][N:23]([CH2:22][CH2:21][C:20]1[CH:19]=[CH:12][C:13]([CH:14]=[CH2:15])=[CH:32][CH:31]=1)[C:24](=[O:30])[O:25][C:26]([CH3:27])([CH3:28])[CH3:29].